Dataset: Forward reaction prediction with 1.9M reactions from USPTO patents (1976-2016). Task: Predict the product of the given reaction. (1) The product is: [NH2:27][C:8]1[N:7]=[C:6]([O:5][CH2:1][CH2:2][CH2:3][CH3:4])[N:14]=[C:13]2[C:9]=1[NH:10][C:11](=[O:25])[N:12]2[CH2:15][CH2:16][CH2:17][CH2:18][CH:19]1[CH2:24][CH2:23][N:22]([CH2:29][CH:30]2[CH2:34][CH2:33][CH2:32][CH2:31]2)[CH2:21][CH2:20]1. Given the reactants [CH2:1]([O:5][C:6]1[N:14]=[C:13]2[C:9]([N:10]=[C:11]([O:25]C)[N:12]2[CH2:15][CH2:16][CH2:17][CH2:18][CH:19]2[CH2:24][CH2:23][NH:22][CH2:21][CH2:20]2)=[C:8]([NH2:27])[N:7]=1)[CH2:2][CH2:3][CH3:4].I[CH2:29][CH:30]1[CH2:34][CH2:33][CH2:32][CH2:31]1, predict the reaction product. (2) Given the reactants [CH3:1][O:2][C:3](=[O:21])[NH:4][C:5]1[CH:10]=[CH:9][C:8]([NH:11][CH2:12][CH:13]2[CH2:18][CH2:17][CH2:16][CH2:15][N:14]2[CH3:19])=[C:7]([NH2:20])[CH:6]=1.[CH3:22][C:23]([CH3:28])([CH3:27])[C:24](Cl)=O, predict the reaction product. The product is: [CH3:1][O:2][C:3](=[O:21])[NH:4][C:5]1[CH:10]=[CH:9][C:8]2[N:11]([CH2:12][CH:13]3[CH2:18][CH2:17][CH2:16][CH2:15][N:14]3[CH3:19])[C:22]([C:23]([CH3:28])([CH3:27])[CH3:24])=[N:20][C:7]=2[CH:6]=1. (3) Given the reactants I[C:2]1[N:3]=[CH:4][N:5]([C:7]([C:20]2[CH:25]=[CH:24][CH:23]=[CH:22][CH:21]=2)([C:14]2[CH:19]=[CH:18][CH:17]=[CH:16][CH:15]=2)[C:8]2[CH:13]=[CH:12][CH:11]=[CH:10][CH:9]=2)[CH:6]=1.C([Mg]Br)C.[C:30]([O:34][C:35]([NH:37][C@:38]([C:47]1[O:51][C:50]([C:52]2[CH:53]=[C:54]([N:59]([CH3:64])[S:60]([CH3:63])(=[O:62])=[O:61])[CH:55]=[C:56](Br)[CH:57]=2)=[N:49][N:48]=1)([CH3:46])[CH2:39][C:40]1[CH:45]=[CH:44][CH:43]=[CH:42][CH:41]=1)=[O:36])([CH3:33])([CH3:32])[CH3:31], predict the reaction product. The product is: [C:30]([O:34][C:35]([NH:37][C@:38]([C:47]1[O:51][C:50]([C:52]2[CH:53]=[C:54]([N:59]([CH3:64])[S:60]([CH3:63])(=[O:62])=[O:61])[CH:55]=[C:56]([C:2]3[N:3]=[CH:4][N:5]([C:7]([C:8]4[CH:13]=[CH:12][CH:11]=[CH:10][CH:9]=4)([C:20]4[CH:21]=[CH:22][CH:23]=[CH:24][CH:25]=4)[C:14]4[CH:15]=[CH:16][CH:17]=[CH:18][CH:19]=4)[CH:6]=3)[CH:57]=2)=[N:49][N:48]=1)([CH3:46])[CH2:39][C:40]1[CH:45]=[CH:44][CH:43]=[CH:42][CH:41]=1)=[O:36])([CH3:33])([CH3:32])[CH3:31]. (4) Given the reactants [C:1]([NH:4][C:5]1[S:6][CH:7]=[C:8]([CH2:10][O:11][C:12]2[CH:17]=[CH:16][C:15]([CH2:18][CH2:19][NH:20][C:21]([NH:23][N:24](C([O-])=O)C(OC(C)(C)C)=O)=[O:22])=[CH:14][CH:13]=2)[N:9]=1)(=[O:3])[CH3:2].[F:35][C:36]([F:41])([F:40])[C:37]([OH:39])=[O:38], predict the reaction product. The product is: [F:35][C:36]([F:41])([F:40])[C:37]([OH:39])=[O:38].[C:1]([NH:4][C:5]1[S:6][CH:7]=[C:8]([CH2:10][O:11][C:12]2[CH:13]=[CH:14][C:15]([CH2:18][CH2:19][NH:20][C:21]([NH:23][NH2:24])=[O:22])=[CH:16][CH:17]=2)[N:9]=1)(=[O:3])[CH3:2]. (5) Given the reactants [S:1]1[C:5]2[CH:6]=[CH:7][CH:8]=[CH:9][C:4]=2[C:3]([C:10]2[N:11]=[C:12]([NH2:15])[S:13][CH:14]=2)=[CH:2]1.[Cl:16][C:17]1[CH:22]=[C:21]([Cl:23])[CH:20]=[C:19]([CH3:24])[C:18]=1[S:25](Cl)(=[O:27])=[O:26], predict the reaction product. The product is: [S:1]1[C:5]2[CH:6]=[CH:7][CH:8]=[CH:9][C:4]=2[C:3]([C:10]2[N:11]=[C:12]([NH:15][S:25]([C:18]3[C:19]([CH3:24])=[CH:20][C:21]([Cl:23])=[CH:22][C:17]=3[Cl:16])(=[O:27])=[O:26])[S:13][CH:14]=2)=[CH:2]1. (6) Given the reactants [NH2:1][C:2]1[CH:7]=[C:6]([C:8]([F:11])([F:10])[F:9])[C:5]([Br:12])=[CH:4][C:3]=1[C:13](=[O:15])[CH3:14].C(N(CC)CC)C.[F:23][C:24]([F:35])([F:34])[C:25](O[C:25](=[O:26])[C:24]([F:35])([F:34])[F:23])=[O:26].O, predict the reaction product. The product is: [C:13]([C:3]1[CH:4]=[C:5]([Br:12])[C:6]([C:8]([F:9])([F:10])[F:11])=[CH:7][C:2]=1[NH:1][C:25](=[O:26])[C:24]([F:35])([F:34])[F:23])(=[O:15])[CH3:14].